Task: Predict the reactants needed to synthesize the given product.. Dataset: Full USPTO retrosynthesis dataset with 1.9M reactions from patents (1976-2016) (1) Given the product [F:21][C:22]1[CH:23]=[C:24]2[C:28](=[CH:29][C:30]=1[NH:31][C:32](=[O:36])[C@@H:33]([OH:35])[CH3:34])[NH:27][C:26](=[O:37])[C:25]2=[CH:19][C:3]1[NH:4][C:5]2[CH2:10][CH2:9][N:8]([CH2:11][CH2:12][N:13]3[CH2:14][CH2:15][CH2:16][CH2:17]3)[C:7](=[O:18])[C:6]=2[C:2]=1[CH3:1], predict the reactants needed to synthesize it. The reactants are: [CH3:1][C:2]1[C:6]2[C:7](=[O:18])[N:8]([CH2:11][CH2:12][N:13]3[CH2:17][CH2:16][CH2:15][CH2:14]3)[CH2:9][CH2:10][C:5]=2[NH:4][C:3]=1[CH:19]=O.[F:21][C:22]1[CH:23]=[C:24]2[C:28](=[CH:29][C:30]=1[NH:31][C:32](=[O:36])[C@@H:33]([OH:35])[CH3:34])[NH:27][C:26](=[O:37])[CH2:25]2. (2) Given the product [F:30][C:27]1[CH:26]=[CH:25][C:24]([C:12]2[C:11]([C:7](=[O:6])[CH:8]([CH3:9])[CH3:10])=[C:15]3[CH:16]=[CH:17][C:18]([C:20]([F:23])([F:22])[F:21])=[CH:19][N:14]3[N:13]=2)=[CH:29][CH:28]=1, predict the reactants needed to synthesize it. The reactants are: C([O:6][C:7]([C:11]1[C:12]([C:24]2[CH:29]=[CH:28][C:27]([F:30])=[CH:26][CH:25]=2)=[N:13][N:14]2[CH:19]=[C:18]([C:20]([F:23])([F:22])[F:21])[CH:17]=[CH:16][C:15]=12)=[C:8]([CH3:10])[CH3:9])(=O)C(C)C.FC1C=CC(C2C=C3C=CC(C(F)(F)F)=CN3N=2)=CC=1.O.[OH-].[Na+]. (3) Given the product [C:20]([C:14]1[CH:13]=[C:12]2[C:17]([C:18]([CH3:19])=[C:9]([C:7]([OH:8])=[O:6])[C:10]([S:24][CH2:25][CH3:26])=[N:11]2)=[CH:16][CH:15]=1)([CH3:23])([CH3:21])[CH3:22], predict the reactants needed to synthesize it. The reactants are: O.[OH-].[Li+].C([O:6][C:7]([C:9]1[C:10]([S:24][CH2:25][CH3:26])=[N:11][C:12]2[C:17]([C:18]=1[CH3:19])=[CH:16][CH:15]=[C:14]([C:20]([CH3:23])([CH3:22])[CH3:21])[CH:13]=2)=[O:8])C.C1COCC1.CO. (4) The reactants are: C(OC(=O)[C@@H](OC)CC1C=CC(OCC(O)=O)=CC=1)C.C1(N)CCC1.[CH2:26]([O:28][C@@H:29]([CH2:33][C:34]1[CH:39]=[CH:38][C:37]([O:40][C@@H:41]([C:43](=[O:60])[NH:44][CH2:45][CH2:46][C:47]2[CH:52]=CC(OC3C=CC=CC=3)=CC=2)C)=[CH:36][CH:35]=1)[C:30]([OH:32])=[O:31])C. Given the product [CH:45]1([NH:44][C:43]([CH2:41][O:40][C:37]2[CH:36]=[CH:35][C:34]([CH2:33][C@H:29]([O:28][CH3:26])[C:30]([OH:32])=[O:31])=[CH:39][CH:38]=2)=[O:60])[CH2:46][CH2:47][CH2:52]1, predict the reactants needed to synthesize it. (5) Given the product [Br:14][C:12]1[CH:13]=[C:4]([CH:5]=[C:6]([C:7]([O:9][CH3:10])=[O:8])[CH:11]=1)[C:3]([OH:15])=[O:2], predict the reactants needed to synthesize it. The reactants are: C[O:2][C:3](=[O:15])[C:4]1[CH:13]=[C:12]([Br:14])[CH:11]=[C:6]([C:7]([O:9][CH3:10])=[O:8])[CH:5]=1.[OH-].[Na+]. (6) The reactants are: [CH2:1]([O:3][C:4]([C:6]1[CH:7]=[C:8]([C:19](O)=[O:20])[CH:9]=[C:10]([C:12]2[CH:17]=[CH:16][C:15]([CH3:18])=[CH:14][CH:13]=2)[CH:11]=1)=[O:5])[CH3:2].Cl.CN(C)CCCN=C=NCC.O.ON1C2C=CC=CC=2N=N1.[CH3:45][NH:46][CH2:47][CH:48]([CH3:50])[CH3:49].C(N(CC)C(C)C)(C)C. Given the product [CH2:47]([N:46]([CH3:45])[C:19]([C:8]1[CH:7]=[C:6]([C:4]([O:3][CH2:1][CH3:2])=[O:5])[CH:11]=[C:10]([C:12]2[CH:17]=[CH:16][C:15]([CH3:18])=[CH:14][CH:13]=2)[CH:9]=1)=[O:20])[CH:48]([CH3:50])[CH3:49], predict the reactants needed to synthesize it.